From a dataset of NCI-60 drug combinations with 297,098 pairs across 59 cell lines. Regression. Given two drug SMILES strings and cell line genomic features, predict the synergy score measuring deviation from expected non-interaction effect. Drug 1: CC12CCC3C(C1CCC2=O)CC(=C)C4=CC(=O)C=CC34C. Drug 2: CC1=C2C(C(=O)C3(C(CC4C(C3C(C(C2(C)C)(CC1OC(=O)C(C(C5=CC=CC=C5)NC(=O)OC(C)(C)C)O)O)OC(=O)C6=CC=CC=C6)(CO4)OC(=O)C)O)C)O. Cell line: SNB-75. Synergy scores: CSS=31.0, Synergy_ZIP=-10.3, Synergy_Bliss=-1.53, Synergy_Loewe=-12.9, Synergy_HSA=-0.148.